From a dataset of Reaction yield outcomes from USPTO patents with 853,638 reactions. Predict the reaction yield, written as a fraction of the theoretical maximum amount of product (1.0 means a 100% yield; for example, 0.34 means a 34% yield). (1) The reactants are FC(F)(F)C([N:5]1[CH2:11][CH2:10][C:9]2[CH:12]=[C:13]([O:16][C:17]3[CH:25]=[CH:24][C:20]([C:21]([NH2:23])=[O:22])=[CH:19][N:18]=3)[CH:14]=[CH:15][C:8]=2[CH2:7][CH2:6]1)=O. The catalyst is N.CO. The product is [CH2:7]1[C:8]2[CH:15]=[CH:14][C:13]([O:16][C:17]3[CH:25]=[CH:24][C:20]([C:21]([NH2:23])=[O:22])=[CH:19][N:18]=3)=[CH:12][C:9]=2[CH2:10][CH2:11][NH:5][CH2:6]1. The yield is 1.00. (2) The reactants are [Cl:1][C:2]1[CH:7]=[CH:6][C:5]([NH:8][C:9]2[C:10]([C:19]([NH:21][NH2:22])=[O:20])=[CH:11][C:12]3[NH:16][CH:15]=[N:14][C:13]=3[C:17]=2[F:18])=[C:4]([CH3:23])[CH:3]=1.[CH:24](OCC)(OCC)OCC.CC1C=CC(S(O)(=O)=O)=CC=1.O. The catalyst is CCO. The product is [Cl:1][C:2]1[CH:7]=[CH:6][C:5]([NH:8][C:9]2[C:10]([C:19]3[O:20][CH:24]=[N:22][N:21]=3)=[CH:11][C:12]3[NH:16][CH:15]=[N:14][C:13]=3[C:17]=2[F:18])=[C:4]([CH3:23])[CH:3]=1. The yield is 0.730. (3) The reactants are [CH2:1]([N:3]1[C:7]2=[N:8][C:9]([CH2:27][CH3:28])=[C:10]([CH2:19][NH:20][C:21](=[O:26])[CH2:22][C:23](O)=[O:24])[C:11]([NH:12][CH:13]3[CH2:18][CH2:17][O:16][CH2:15][CH2:14]3)=[C:6]2[CH:5]=[N:4]1)[CH3:2].[NH2:29][CH2:30][C:31]1[CH:32]=[CH:33][C:34]([F:58])=[C:35]([C:37]2[CH:42]=[CH:41][CH:40]=[C:39]([CH2:43][N:44]3[CH2:49][CH2:48][N:47](C(OC(C)(C)C)=O)[C@@H:46]([CH3:57])[CH2:45]3)[CH:38]=2)[CH:36]=1.CN(C(ON1N=NC2C=CC=CC1=2)=[N+](C)C)C.F[P-](F)(F)(F)(F)F.CCN(CC)CC. The catalyst is C(Cl)Cl.C(O)(C(F)(F)F)=O. The yield is 0.390. The product is [CH2:1]([N:3]1[C:7]2=[N:8][C:9]([CH2:27][CH3:28])=[C:10]([CH2:19][NH:20][C:21](=[O:26])[CH2:22][C:23]([NH:29][CH2:30][C:31]3[CH:36]=[C:35]([C:37]4[CH:42]=[CH:41][CH:40]=[C:39]([CH2:43][N:44]5[CH2:49][CH2:48][NH:47][C@@H:46]([CH3:57])[CH2:45]5)[CH:38]=4)[C:34]([F:58])=[CH:33][CH:32]=3)=[O:24])[C:11]([NH:12][CH:13]3[CH2:14][CH2:15][O:16][CH2:17][CH2:18]3)=[C:6]2[CH:5]=[N:4]1)[CH3:2].